Dataset: Catalyst prediction with 721,799 reactions and 888 catalyst types from USPTO. Task: Predict which catalyst facilitates the given reaction. (1) Reactant: [NH2:1][C:2]1[C:3]([C:10]([O:12]C)=[O:11])=[N:4][C:5]([CH3:9])=[C:6]([CH3:8])[N:7]=1.CO.O.[OH-].[Li+:18]. Product: [NH2:1][C:2]1[C:3]([C:10]([O-:12])=[O:11])=[N:4][C:5]([CH3:9])=[C:6]([CH3:8])[N:7]=1.[Li+:18]. The catalyst class is: 30. (2) Reactant: [Cl-].[CH2:2]([O:6][C:7](=[O:10])[CH2:8][NH3+:9])[CH2:3][CH2:4][CH3:5].C(N(CC)CC)C.[CH2:18]([O:20][C:21](=[O:27])[C:22](OCC)=[O:23])[CH3:19]. Product: [CH2:18]([O:20][C:21](=[O:27])[C:22]([NH:9][CH2:8][C:7]([O:6][CH2:2][CH2:3][CH2:4][CH3:5])=[O:10])=[O:23])[CH3:19]. The catalyst class is: 8. (3) Reactant: [OH:1][C:2]1[CH:3]=[C:4]([NH:10][S:11]([C:14]2[CH:19]=[CH:18][C:17]([I:20])=[CH:16][CH:15]=2)(=[O:13])=[O:12])[CH:5]=[CH:6][C:7]=1[O:8][CH3:9].C(=O)([O-])[O-].[K+].[K+].Cl.[CH3:28][N:29]([CH3:33])[CH2:30][CH2:31]Cl. Product: [CH3:28][N:29]([CH3:33])[CH2:30][CH2:31][O:1][C:2]1[CH:3]=[C:4]([NH:10][S:11]([C:14]2[CH:19]=[CH:18][C:17]([I:20])=[CH:16][CH:15]=2)(=[O:13])=[O:12])[CH:5]=[CH:6][C:7]=1[O:8][CH3:9]. The catalyst class is: 391. (4) Reactant: [CH3:1][C:2]1[CH:7]=[CH:6][C:5]([C:8]2[N:13]=[C:12]3[CH:14]=[N:15][NH:16][C:11]3=[CH:10][C:9]=2[C:17]2[CH:24]=[CH:23][C:20]([C:21]#[N:22])=[CH:19][CH:18]=2)=[CH:4][CH:3]=1.C(C1C=CC(S(O[CH2:37][CH:38]2[CH2:42][CH2:41][N:40]([C:43]([O:45][C:46]([CH3:49])([CH3:48])[CH3:47])=[O:44])[CH2:39]2)(=O)=O)=CC=1)C.C(=O)([O-])[O-].[K+].[K+]. Product: [C:21]([C:20]1[CH:23]=[CH:24][C:17]([C:9]2[CH:10]=[C:11]3[N:16]([CH2:37][CH:38]4[CH2:42][CH2:41][N:40]([C:43]([O:45][C:46]([CH3:47])([CH3:49])[CH3:48])=[O:44])[CH2:39]4)[N:15]=[CH:14][C:12]3=[N:13][C:8]=2[C:5]2[CH:4]=[CH:3][C:2]([CH3:1])=[CH:7][CH:6]=2)=[CH:18][CH:19]=1)#[N:22]. The catalyst class is: 173. (5) Reactant: [F:1][C:2]1[CH:3]=[C:4]2[C:8](=[CH:9][CH:10]=1)[NH:7][C:6](=[O:11])[CH2:5]2.[CH:12]([C:14]1[NH:18][C:17]([CH3:19])=[C:16]([C:20]([OH:22])=[O:21])[C:15]=1[CH3:23])=O.N1CCCC1. Product: [F:1][C:2]1[CH:3]=[C:4]2[C:8](=[CH:9][CH:10]=1)[NH:7][C:6](=[O:11])/[C:5]/2=[CH:12]\[C:14]1[NH:18][C:17]([CH3:19])=[C:16]([C:20]([OH:22])=[O:21])[C:15]=1[CH3:23]. The catalyst class is: 8. (6) Reactant: Br[C:2]1[C:3]([C:8]2[C:17]3[C:12](=[CH:13][CH:14]=[CH:15][CH:16]=3)[C:11]([C:18]#[N:19])=[CH:10][CH:9]=2)=[N:4][CH:5]=[N:6][CH:7]=1.[C:20]([O:24][CH3:25])(=[O:23])[CH2:21][SH:22].C(=O)([O-])[O-].[K+].[K+]. Product: [C:18]([C:11]1[C:12]2[C:17](=[CH:16][CH:15]=[CH:14][CH:13]=2)[C:8]([C:3]2[C:2]([S:22][CH2:21][C:20]([O:24][CH3:25])=[O:23])=[CH:7][N:6]=[CH:5][N:4]=2)=[CH:9][CH:10]=1)#[N:19]. The catalyst class is: 3. (7) Reactant: [OH:1][C:2]1[CH:9]=[C:8]([O:10][CH:11]2[CH2:16][CH2:15][CH2:14][CH2:13][O:12]2)[CH:7]=[C:6]([CH3:17])[C:3]=1[CH:4]=[O:5].CCN(C(C)C)C(C)C.[CH2:27](Cl)[O:28][CH3:29]. Product: [CH3:27][O:28][CH2:29][O:1][C:2]1[CH:9]=[C:8]([O:10][CH:11]2[CH2:16][CH2:15][CH2:14][CH2:13][O:12]2)[CH:7]=[C:6]([CH3:17])[C:3]=1[CH:4]=[O:5]. The catalyst class is: 2. (8) Reactant: [F:1][C:2]1[CH:10]=[CH:9][CH:8]=[C:7]2[C:3]=1[C:4]([CH2:25][C:26]([O:28]CC)=[O:27])=[CH:5][N:6]2[CH2:11][C:12]1[CH:17]=[CH:16][C:15]([C:18]2[CH:19]=[N:20][N:21]([CH3:23])[CH:22]=2)=[CH:14][C:13]=1[F:24].[OH-].[K+].O.Cl. Product: [F:1][C:2]1[CH:10]=[CH:9][CH:8]=[C:7]2[C:3]=1[C:4]([CH2:25][C:26]([OH:28])=[O:27])=[CH:5][N:6]2[CH2:11][C:12]1[CH:17]=[CH:16][C:15]([C:18]2[CH:19]=[N:20][N:21]([CH3:23])[CH:22]=2)=[CH:14][C:13]=1[F:24]. The catalyst class is: 92. (9) Reactant: [CH3:1][O:2][C:3]1[CH:4]=[C:5]2[C:10](=[CH:11][C:12]=1[O:13][CH3:14])[N:9]=[CH:8][N:7]=[C:6]2[O:15][C:16]1[CH:22]=[CH:21][C:19]([NH2:20])=[CH:18][CH:17]=1.Cl[C:24](Cl)([O:26]C(=O)OC(Cl)(Cl)Cl)Cl.[O:35]1[CH2:40][CH2:39][N:38]([CH2:41][CH2:42][CH:43]([OH:47])[CH2:44][CH2:45][CH3:46])[CH2:37][CH2:36]1.C(=O)(O)[O-].[Na+]. Product: [CH3:1][O:2][C:3]1[CH:4]=[C:5]2[C:10](=[CH:11][C:12]=1[O:13][CH3:14])[N:9]=[CH:8][N:7]=[C:6]2[O:15][C:16]1[CH:22]=[CH:21][C:19]([NH:20][C:24](=[O:26])[O:47][CH:43]([CH2:42][CH2:41][N:38]2[CH2:39][CH2:40][O:35][CH2:36][CH2:37]2)[CH2:44][CH2:45][CH3:46])=[CH:18][CH:17]=1. The catalyst class is: 208. (10) Reactant: B1C2CCCC1CCC2.[Cl:10][C:11]1[CH:16]=[CH:15][CH:14]=[CH:13][C:12]=1[C:17]1[CH:28]=[C:27]2[C:23]([C:24]([CH:30]=[CH2:31])=[CH:25][N:26]2[CH3:29])=[C:22]2[C:18]=1[C:19](=[O:33])[NH:20][C:21]2=[O:32].C([O-])(=[O:36])C.[Na+].OO. Product: [Cl:10][C:11]1[CH:16]=[CH:15][CH:14]=[CH:13][C:12]=1[C:17]1[CH:28]=[C:27]2[C:23]([C:24]([CH2:30][CH2:31][OH:36])=[CH:25][N:26]2[CH3:29])=[C:22]2[C:18]=1[C:19](=[O:33])[NH:20][C:21]2=[O:32]. The catalyst class is: 670.